From a dataset of Reaction yield outcomes from USPTO patents with 853,638 reactions. Predict the reaction yield, written as a fraction of the theoretical maximum amount of product (1.0 means a 100% yield; for example, 0.34 means a 34% yield). (1) The reactants are FC(F)(F)C(O)=O.[Br:8][C:9]1[CH:10]=[C:11]([N:15]2[C:23]3[CH2:22][CH2:21][NH:20][CH2:19][C:18]=3[C:17]([C:24]([O:26][CH2:27][CH3:28])=[O:25])=[N:16]2)[CH:12]=[CH:13][CH:14]=1.C(N(CC)CC)C.[CH3:36][C:37]1([CH3:40])[CH2:39][O:38]1. The catalyst is CC#N. The product is [Br:8][C:9]1[CH:10]=[C:11]([N:15]2[C:23]3[CH2:22][CH2:21][N:20]([CH2:36][C:37]([OH:38])([CH3:40])[CH3:39])[CH2:19][C:18]=3[C:17]([C:24]([O:26][CH2:27][CH3:28])=[O:25])=[N:16]2)[CH:12]=[CH:13][CH:14]=1. The yield is 0.220. (2) The reactants are [NH2:1][C:2]1[C:10]2[C:5](=[N:6][CH:7]=[C:8]([Br:25])[C:9]=2[N:11]2[CH2:16][CH2:15][CH2:14][C@@H:13]([NH:17][C:18](=[O:24])[O:19][C:20]([CH3:23])([CH3:22])[CH3:21])[CH2:12]2)[NH:4][CH:3]=1.C([O:29][C@@H:30]([CH3:34])[C:31](O)=[O:32])(=O)C.C1N(P(Cl)(N2C(=O)OCC2)=O)C(=O)OC1.C(N(CC)CC)C.[Li+].[OH-]. The catalyst is C(Cl)Cl.CC#N.O.O. The product is [Br:25][C:8]1[C:9]([N:11]2[CH2:16][CH2:15][CH2:14][C@@H:13]([NH:17][C:18](=[O:24])[O:19][C:20]([CH3:21])([CH3:22])[CH3:23])[CH2:12]2)=[C:10]2[C:2]([NH:1][C:31](=[O:32])[C@@H:30]([OH:29])[CH3:34])=[CH:3][NH:4][C:5]2=[N:6][CH:7]=1. The yield is 0.510. (3) The reactants are [Br:1][C:2]1[CH:3]=[C:4]([CH:7]=[C:8]([O:10][CH:11]([CH3:13])[CH3:12])[CH:9]=1)[C:5]#N.[OH2:14].[OH-:15].[Na+]. The catalyst is CCO. The product is [Br:1][C:2]1[CH:3]=[C:4]([CH:7]=[C:8]([O:10][CH:11]([CH3:13])[CH3:12])[CH:9]=1)[C:5]([OH:15])=[O:14]. The yield is 1.00. (4) The reactants are C(NC(C)C)(C)C.[Li]CCCC.[CH:13]1[C:23]2[CH:22]=[CH:21][C:20]3[CH:24]=[CH:25][CH:26]=[CH:27][C:19]=3[CH:18]([C:28]#[N:29])[C:17]=2[CH:16]=[CH:15][CH:14]=1.Br[CH2:31][CH2:32][CH2:33][C:34]#[N:35]. The catalyst is C1COCC1. The product is [C:34]([CH2:33][CH2:32][CH2:31][C:18]1([C:28]#[N:29])[C:17]2[CH:16]=[CH:15][CH:14]=[CH:13][C:23]=2[CH:22]=[CH:21][C:20]2[CH:24]=[CH:25][CH:26]=[CH:27][C:19]1=2)#[N:35]. The yield is 0.760. (5) The reactants are Br[C:2]1[CH:22]=[N:21][C:5]2[NH:6][C:7](=[O:20])[CH2:8][N:9]([CH2:11][C:12]3[CH:17]=[CH:16][C:15]([O:18][CH3:19])=[CH:14][CH:13]=3)[CH2:10][C:4]=2[CH:3]=1.[C:23]([O:27][C:28]([CH3:31])([CH3:30])[CH3:29])(=[O:26])[CH:24]=[CH2:25].C(N(C(C)C)C(C)C)C.CC1C=CC=CC=1P(C1C=CC=CC=1C)C1C=CC=CC=1C. The catalyst is C(#N)CC.CN(C=O)C.CC([O-])=O.CC([O-])=O.[Pd+2]. The product is [C:28]([O:27][C:23](=[O:26])/[CH:24]=[CH:25]/[C:2]1[CH:22]=[N:21][C:5]2[NH:6][C:7](=[O:20])[CH2:8][N:9]([CH2:11][C:12]3[CH:17]=[CH:16][C:15]([O:18][CH3:19])=[CH:14][CH:13]=3)[CH2:10][C:4]=2[CH:3]=1)([CH3:31])([CH3:30])[CH3:29]. The yield is 0.630. (6) The reactants are Cl[C:2]1[CH:7]=[CH:6][C:5]([C:8]2[CH:13]=[CH:12][C:11]([N+:14]([O-:16])=[O:15])=[CH:10][N:9]=2)=[CH:4][CH:3]=1.[BH:17]([O-:19])[O-:18].C([O-])(=O)C.[K+].[CH3:25][CH:26]([C:28]1[CH:33]=C(C(C)C)C(C2C=CC=CC=2P(C2CCCCC2)C2CCCCC2)=C(C(C)C)[CH:29]=1)[CH3:27]. The catalyst is O1CCOCC1. The product is [N+:14]([C:11]1[CH:12]=[CH:13][C:8]([C:5]2[CH:6]=[CH:7][C:2]([B:17]3[O:19][C:28]([CH3:33])([CH3:29])[C:26]([CH3:27])([CH3:25])[O:18]3)=[CH:3][CH:4]=2)=[N:9][CH:10]=1)([O-:16])=[O:15]. The yield is 0.840.